Dataset: NCI-60 drug combinations with 297,098 pairs across 59 cell lines. Task: Regression. Given two drug SMILES strings and cell line genomic features, predict the synergy score measuring deviation from expected non-interaction effect. (1) Drug 1: C1=NC2=C(N1)C(=S)N=C(N2)N. Drug 2: CC1=C2C(C(=O)C3(C(CC4C(C3C(C(C2(C)C)(CC1OC(=O)C(C(C5=CC=CC=C5)NC(=O)OC(C)(C)C)O)O)OC(=O)C6=CC=CC=C6)(CO4)OC(=O)C)O)C)O. Cell line: HCC-2998. Synergy scores: CSS=38.3, Synergy_ZIP=-3.93, Synergy_Bliss=-3.23, Synergy_Loewe=-15.4, Synergy_HSA=-0.154. (2) Drug 1: CC12CCC(CC1=CCC3C2CCC4(C3CC=C4C5=CN=CC=C5)C)O. Drug 2: C1=CC(=CC=C1CC(C(=O)O)N)N(CCCl)CCCl.Cl. Cell line: COLO 205. Synergy scores: CSS=36.9, Synergy_ZIP=3.74, Synergy_Bliss=4.03, Synergy_Loewe=-2.60, Synergy_HSA=-1.92. (3) Drug 1: C1CNP(=O)(OC1)N(CCCl)CCCl. Drug 2: CC12CCC3C(C1CCC2OP(=O)(O)O)CCC4=C3C=CC(=C4)OC(=O)N(CCCl)CCCl.[Na+]. Cell line: MALME-3M. Synergy scores: CSS=10.0, Synergy_ZIP=-1.74, Synergy_Bliss=0.879, Synergy_Loewe=4.38, Synergy_HSA=0.498. (4) Drug 1: CC1=C(C=C(C=C1)NC(=O)C2=CC=C(C=C2)CN3CCN(CC3)C)NC4=NC=CC(=N4)C5=CN=CC=C5. Cell line: SK-MEL-5. Synergy scores: CSS=38.7, Synergy_ZIP=-1.04, Synergy_Bliss=2.43, Synergy_Loewe=-21.0, Synergy_HSA=1.27. Drug 2: B(C(CC(C)C)NC(=O)C(CC1=CC=CC=C1)NC(=O)C2=NC=CN=C2)(O)O. (5) Drug 1: C1CCN(CC1)CCOC2=CC=C(C=C2)C(=O)C3=C(SC4=C3C=CC(=C4)O)C5=CC=C(C=C5)O. Drug 2: COC1=CC(=CC(=C1O)OC)C2C3C(COC3=O)C(C4=CC5=C(C=C24)OCO5)OC6C(C(C7C(O6)COC(O7)C8=CC=CS8)O)O. Cell line: MDA-MB-231. Synergy scores: CSS=22.0, Synergy_ZIP=-5.53, Synergy_Bliss=0.446, Synergy_Loewe=-9.92, Synergy_HSA=-1.25. (6) Drug 1: C1=NC2=C(N=C(N=C2N1C3C(C(C(O3)CO)O)F)Cl)N. Drug 2: CC(C)(C#N)C1=CC(=CC(=C1)CN2C=NC=N2)C(C)(C)C#N. Cell line: NCI-H522. Synergy scores: CSS=-0.206, Synergy_ZIP=0.571, Synergy_Bliss=0.574, Synergy_Loewe=-2.01, Synergy_HSA=-1.78. (7) Drug 1: CCCCCOC(=O)NC1=NC(=O)N(C=C1F)C2C(C(C(O2)C)O)O. Drug 2: C1C(C(OC1N2C=NC3=C2NC=NCC3O)CO)O. Cell line: TK-10. Synergy scores: CSS=-1.24, Synergy_ZIP=6.72, Synergy_Bliss=5.79, Synergy_Loewe=-0.0467, Synergy_HSA=-1.28.